From a dataset of Forward reaction prediction with 1.9M reactions from USPTO patents (1976-2016). Predict the product of the given reaction. (1) Given the reactants [C:1]([CH2:4][CH2:5][CH2:6][CH2:7][CH2:8][CH2:9][CH2:10][CH2:11][CH2:12][CH2:13][CH:14]([O:21][C:22](=[O:32])[C:23]1[CH:28]=[CH:27][C:26]([N+:29]([O-:31])=[O:30])=[CH:25][CH:24]=1)[CH2:15][CH2:16][CH2:17][CH2:18][CH2:19][CH3:20])([OH:3])=[O:2].[N+:33]([C:36]1[CH:41]=[CH:40][C:39]([O:42][C:43](=[O:46])[CH2:44]Br)=[CH:38][CH:37]=1)([O-:35])=[O:34].C(OC(C)C)(C)C, predict the reaction product. The product is: [N+:29]([C:26]1[CH:27]=[CH:28][C:23]([C:22]([O:21][C@@H:14]([CH2:13][CH2:12][CH2:11][CH2:10][CH2:9][CH2:8][CH2:7][CH2:6][CH2:5][CH2:4][C:1]([O:3][CH2:44][C:43]([O:42][C:39]2[CH:38]=[CH:37][C:36]([N+:33]([O-:35])=[O:34])=[CH:41][CH:40]=2)=[O:46])=[O:2])[CH2:15][CH2:16][CH2:17][CH2:18][CH2:19][CH3:20])=[O:32])=[CH:24][CH:25]=1)([O-:31])=[O:30]. (2) The product is: [NH2:33][C:25]([CH2:24][N:20]1[C:21]2[C:17](=[CH:16][C:15]([C:12]3[N:11]=[C:10]([C:4]4[CH:5]=[CH:6][C:7]([O:8][CH3:9])=[C:2]([Cl:1])[CH:3]=4)[O:14][N:13]=3)=[CH:23][CH:22]=2)[CH2:18][CH2:19]1)([CH2:26][OH:27])[CH2:30][OH:29]. Given the reactants [Cl:1][C:2]1[CH:3]=[C:4]([C:10]2[O:14][N:13]=[C:12]([C:15]3[CH:16]=[C:17]4[C:21](=[CH:22][CH:23]=3)[N:20]([CH2:24][C:25]3([NH:33]C(=O)OC(C)(C)C)[CH2:30][O:29]C(C)(C)[O:27][CH2:26]3)[CH2:19][CH2:18]4)[N:11]=2)[CH:5]=[CH:6][C:7]=1[O:8][CH3:9].CC1(C)OCC(NC(=O)OC(C)(C)C)(CNC2C=CC(CCCCCCCC)=CC=2)CO1, predict the reaction product. (3) Given the reactants Cl.[CH3:2][O:3][C:4]([C:6]1[N:7]([C:20]2[CH:25]=[CH:24][CH:23]=[CH:22][CH:21]=2)[C:8]2[C:13]([C:14](=[O:18])[C:15]=1[CH2:16][NH2:17])=[CH:12][CH:11]=[C:10](Cl)[CH:9]=2)=[O:5].[C:26](Cl)(=[O:33])[C:27]1[CH:32]=[CH:31][CH:30]=[CH:29][CH:28]=1, predict the reaction product. The product is: [CH3:2][O:3][C:4]([C:6]1[N:7]([C:20]2[CH:25]=[CH:24][CH:23]=[CH:22][CH:21]=2)[C:8]2[C:13]([C:14](=[O:18])[C:15]=1[CH2:16][NH:17][C:26](=[O:33])[C:27]1[CH:32]=[CH:31][CH:30]=[CH:29][CH:28]=1)=[CH:12][CH:11]=[CH:10][CH:9]=2)=[O:5]. (4) The product is: [CH3:1][O:2][C:3]1[CH:13]=[CH:12][C:6]2[CH2:7][CH2:8][S:9](=[O:10])(=[O:11])[C:5]=2[CH:4]=1. Given the reactants [CH3:1][O:2][C:3]1[CH:13]=[CH:12][C:6]2[CH:7]=[CH:8][S:9](=[O:11])(=[O:10])[C:5]=2[CH:4]=1.[H][H], predict the reaction product.